Dataset: NCI-60 drug combinations with 297,098 pairs across 59 cell lines. Task: Regression. Given two drug SMILES strings and cell line genomic features, predict the synergy score measuring deviation from expected non-interaction effect. Drug 2: C1CCN(CC1)CCOC2=CC=C(C=C2)C(=O)C3=C(SC4=C3C=CC(=C4)O)C5=CC=C(C=C5)O. Synergy scores: CSS=5.49, Synergy_ZIP=-1.71, Synergy_Bliss=0.713, Synergy_Loewe=0.482, Synergy_HSA=0.0398. Cell line: EKVX. Drug 1: CNC(=O)C1=CC=CC=C1SC2=CC3=C(C=C2)C(=NN3)C=CC4=CC=CC=N4.